Dataset: Full USPTO retrosynthesis dataset with 1.9M reactions from patents (1976-2016). Task: Predict the reactants needed to synthesize the given product. (1) Given the product [NH2:32][C:24]1[S:25][C:26]2[C:27](=[N:28][CH:29]=[CH:30][CH:31]=2)[C:23]=1[C:21]([NH:20][C:16]1[CH:17]=[N:18][S:19][C:15]=1[N:11]1[CH2:12][CH2:13][CH2:14][C@H:9]([NH2:8])[CH2:10]1)=[O:22], predict the reactants needed to synthesize it. The reactants are: C(OC([NH:8][C@H:9]1[CH2:14][CH2:13][CH2:12][N:11]([C:15]2[S:19][N:18]=[CH:17][C:16]=2[NH:20][C:21]([C:23]2[C:27]3=[N:28][CH:29]=[CH:30][CH:31]=[C:26]3[S:25][C:24]=2[NH:32]C(=O)OC(C)(C)C)=[O:22])[CH2:10]1)=O)(C)(C)C.Cl.O1CCOCC1. (2) Given the product [Br:1][C:2]1[CH:27]=[CH:26][C:5]2[N:6]([C:22]([CH3:24])([CH3:23])[CH3:25])[C:7]([C:9]3[CH:10]=[C:11]([CH:12]=[CH:13][C:14]=3[N:15]3[CH:19]=[N:18][CH:17]=[N:16]3)[CH2:20][O:21][S:29]([CH3:28])(=[O:31])=[O:30])=[N:8][C:4]=2[CH:3]=1, predict the reactants needed to synthesize it. The reactants are: [Br:1][C:2]1[CH:27]=[CH:26][C:5]2[N:6]([C:22]([CH3:25])([CH3:24])[CH3:23])[C:7]([C:9]3[CH:10]=[C:11]([CH2:20][OH:21])[CH:12]=[CH:13][C:14]=3[N:15]3[CH:19]=[N:18][CH:17]=[N:16]3)=[N:8][C:4]=2[CH:3]=1.[CH3:28][S:29](Cl)(=[O:31])=[O:30].C(N(CC)CC)C. (3) Given the product [CH2:1]([S:3]([N:6]1[CH2:11][CH2:10][CH:9]([C:12]2[C:20]3[C:15](=[C:16]([C:29]([NH2:31])=[O:30])[CH:17]=[C:18]([C:21]4[CH:26]=[CH:25][CH:24]=[C:23]([CH2:27][N:33]([CH3:32])[CH2:34][CH2:35][S:36]([CH3:39])(=[O:38])=[O:37])[CH:22]=4)[CH:19]=3)[NH:14][CH:13]=2)[CH2:8][CH2:7]1)(=[O:4])=[O:5])[CH3:2], predict the reactants needed to synthesize it. The reactants are: [CH2:1]([S:3]([N:6]1[CH2:11][CH2:10][CH:9]([C:12]2[C:20]3[C:15](=[C:16]([C:29]([NH2:31])=[O:30])[CH:17]=[C:18]([C:21]4[CH:26]=[CH:25][CH:24]=[C:23]([CH:27]=O)[CH:22]=4)[CH:19]=3)[NH:14][CH:13]=2)[CH2:8][CH2:7]1)(=[O:5])=[O:4])[CH3:2].[CH3:32][NH:33][CH2:34][CH2:35][S:36]([CH3:39])(=[O:38])=[O:37].[BH-](OC(C)=O)(OC(C)=O)OC(C)=O.[Na+]. (4) Given the product [F:21][C:20]1[C:15]([C:10]2[CH:9]=[C:8]([C:6]3[CH:7]=[C:2]([C:24]4[CH:29]=[CH:28][C:27]([C:30]([F:33])([F:32])[F:31])=[CH:26][C:25]=4[F:34])[N:3]=[N:4][CH:5]=3)[CH:13]=[CH:12][C:11]=2[F:14])=[N:16][CH:17]=[C:18]([F:22])[CH:19]=1, predict the reactants needed to synthesize it. The reactants are: Cl[C:2]1[N:3]=[N:4][CH:5]=[C:6]([C:8]2[CH:13]=[CH:12][C:11]([F:14])=[C:10]([C:15]3[C:20]([F:21])=[CH:19][C:18]([F:22])=[CH:17][N:16]=3)[CH:9]=2)[CH:7]=1.Br[C:24]1[CH:29]=[CH:28][C:27]([C:30]([F:33])([F:32])[F:31])=[CH:26][C:25]=1[F:34]. (5) Given the product [CH3:1][O:2][C:3]1[CH:8]=[C:7]([O:9][CH3:10])[CH:6]=[CH:5][C:4]=1[C:11]1[C:19]2[O:18][CH:17]([CH2:20][NH2:21])[CH2:16][C:15]=2[CH:14]=[CH:13][CH:12]=1, predict the reactants needed to synthesize it. The reactants are: [CH3:1][O:2][C:3]1[CH:8]=[C:7]([O:9][CH3:10])[CH:6]=[CH:5][C:4]=1[C:11]1[C:19]2[O:18][CH:17]([CH2:20][NH:21]C(=O)OCC3C=CC=CC=3)[CH2:16][C:15]=2[CH:14]=[CH:13][CH:12]=1. (6) Given the product [CH3:41][C:42]1[CH:43]=[C:44]([O:54][S:55]([C:58]2[CH:63]=[CH:62][CH:61]=[CH:60][C:59]=2[S:64]([N:67]2[CH2:68][CH2:69][CH:70]([N:73]3[CH2:77][CH2:76][CH2:75][CH2:74]3)[CH2:71][CH2:72]2)(=[O:66])=[O:65])(=[O:57])=[O:56])[CH:45]=[C:46]([CH:53]=1)[O:47][CH2:48][CH2:49][CH2:50][O:51][NH:52][C:9]([NH2:10])=[NH:8], predict the reactants needed to synthesize it. The reactants are: CC1C=C(OS(C2C=CC=CC=2S(N2CCC(N3CCCC3)CC2)(=O)=O)(=O)=O)C=C(C=1)O[N:8](OCCC)[C:9](N)=[NH:10].[CH3:41][C:42]1[CH:43]=[C:44]([O:54][S:55]([C:58]2[CH:63]=[CH:62][CH:61]=[CH:60][C:59]=2[S:64]([N:67]2[CH2:72][CH2:71][CH:70]([N:73]3[CH2:77][CH2:76][CH2:75][CH2:74]3)[CH2:69][CH2:68]2)(=[O:66])=[O:65])(=[O:57])=[O:56])[CH:45]=[C:46]([CH:53]=1)[O:47][CH2:48][CH2:49][CH2:50][O:51][NH2:52].Cl.CO.C(C(=CC1C=CC(O)=CC=1)C(O)=O)#N.